This data is from Catalyst prediction with 721,799 reactions and 888 catalyst types from USPTO. The task is: Predict which catalyst facilitates the given reaction. (1) Reactant: [C:1]([C:5]1[CH:23]=[CH:22][C:8]([C:9]([NH:11][C:12]2[N:13]=[C:14]3[CH:19]=[CH:18][C:17](I)=[CH:16][N:15]3[CH:21]=2)=[O:10])=[CH:7][CH:6]=1)([CH3:4])([CH3:3])[CH3:2].C([Mg]Cl)(C)C.[C-:29]#[N:30].O. Product: [C:1]([C:5]1[CH:23]=[CH:22][C:8]([C:9]([NH:11][C:12]2[N:13]=[C:14]3[CH:19]=[CH:18][C:17]([C:29]#[N:30])=[CH:16][N:15]3[CH:21]=2)=[O:10])=[CH:7][CH:6]=1)([CH3:4])([CH3:3])[CH3:2]. The catalyst class is: 1. (2) Reactant: [CH3:1][C:2]1([CH3:15])[CH2:7][CH2:6][N:5]([C:8]([O:10][C:11]([CH3:14])([CH3:13])[CH3:12])=[O:9])[CH2:4][CH2:3]1.[OH2:16]. Product: [CH3:1][C:2]1([CH3:15])[CH2:7][CH2:6][N:5]([C:8]([O:10][C:11]([CH3:14])([CH3:13])[CH3:12])=[O:9])[C:4](=[O:16])[CH2:3]1. The catalyst class is: 25.